Dataset: Full USPTO retrosynthesis dataset with 1.9M reactions from patents (1976-2016). Task: Predict the reactants needed to synthesize the given product. (1) Given the product [F:17][C:15]1[CH:16]=[C:11]([CH2:10][C@@H:9]([C:19]2[C:24]([C:25]3[CH:26]=[CH:27][C:28]([F:34])=[C:29]([CH:33]=3)[C:30]([NH2:32])=[O:31])=[CH:23][CH:22]=[CH:21][N:20]=2)[NH:8][C:49](=[O:50])[CH2:48][N:41]2[C:40]3[C:36](=[O:35])[CH2:37][CH2:38][C:39]=3[C:43]([C:44]([F:46])([F:45])[F:47])=[N:42]2)[CH:12]=[C:13]([F:18])[CH:14]=1, predict the reactants needed to synthesize it. The reactants are: FC(F)(F)C(O)=O.[NH2:8][C@H:9]([C:19]1[C:24]([C:25]2[CH:26]=[CH:27][C:28]([F:34])=[C:29]([CH:33]=2)[C:30]([NH2:32])=[O:31])=[CH:23][CH:22]=[CH:21][N:20]=1)[CH2:10][C:11]1[CH:16]=[C:15]([F:17])[CH:14]=[C:13]([F:18])[CH:12]=1.[O:35]=[C:36]1[C:40]2[N:41]([CH2:48][C:49](OCC)=[O:50])[N:42]=[C:43]([C:44]([F:47])([F:46])[F:45])[C:39]=2[CH2:38][CH2:37]1. (2) Given the product [CH3:20][S:21][C:22](=[O:24])[NH:10][CH2:9][C:4]1[C:3]([Cl:2])=[N:8][CH:7]=[CH:6][N:5]=1, predict the reactants needed to synthesize it. The reactants are: Cl.[Cl:2][C:3]1[C:4]([CH2:9][NH2:10])=[N:5][CH:6]=[CH:7][N:8]=1.C(N(CC)C(C)C)(C)C.[CH3:20][S:21][C:22](=[O:24])Cl. (3) Given the product [NH:18]1[CH2:19][CH2:20][CH:15]([CH:2]([OH:1])[CH2:3][C:4]2[CH:5]=[CH:6][C:7]([N:10]3[CH:14]=[N:13][N:12]=[N:11]3)=[CH:8][CH:9]=2)[CH2:16][CH2:17]1, predict the reactants needed to synthesize it. The reactants are: [OH:1][CH:2]([CH:15]1[CH2:20][CH2:19][N:18](C(OC(C)(C)C)=O)[CH2:17][CH2:16]1)[CH2:3][C:4]1[CH:9]=[CH:8][C:7]([N:10]2[CH:14]=[N:13][N:12]=[N:11]2)=[CH:6][CH:5]=1. (4) Given the product [C:1]([C:5]1[N:6]=[C:7]([N:16]2[CH2:20][CH2:19][C:18]([F:21])([F:22])[CH2:17]2)[C:8]2[N:13]=[N:12][N:11]([C@H:14]3[CH2:45][CH2:44][O:43][CH2:15]3)[C:9]=2[N:10]=1)([CH3:2])([CH3:3])[CH3:4], predict the reactants needed to synthesize it. The reactants are: [C:1]([C:5]1[N:6]=[C:7]([N:16]2[CH2:20][CH2:19][C:18]([F:22])([F:21])[CH2:17]2)[C:8]2[N:13]=[N:12][N:11]([CH2:14][CH3:15])[C:9]=2[N:10]=1)([CH3:4])([CH3:3])[CH3:2].C(C1N=C(N2CCC(F)(F)C2)C2N=NNC=2N=1)(C)(C)C.[O:43]1CC[C@@H:45](O)[CH2:44]1. (5) Given the product [CH:23]1([CH2:28][NH:1][C@@H:2]2[CH2:7][CH2:6][C@@H:5]([CH2:8][C:9]([O:11][CH3:12])=[O:10])[CH2:4][C@H:3]2[C:13]2[CH:18]=[CH:17][C:16]([C:19]([F:20])([F:21])[F:22])=[CH:15][CH:14]=2)[CH2:27][CH2:26][CH2:25][CH2:24]1, predict the reactants needed to synthesize it. The reactants are: [NH2:1][C@@H:2]1[CH2:7][CH2:6][C@@H:5]([CH2:8][C:9]([O:11][CH3:12])=[O:10])[CH2:4][C@H:3]1[C:13]1[CH:18]=[CH:17][C:16]([C:19]([F:22])([F:21])[F:20])=[CH:15][CH:14]=1.[CH:23]1([CH:28]=O)[CH2:27][CH2:26][CH2:25][CH2:24]1.[BH4-].[Na+]. (6) Given the product [F:1][C:2]1[C:3]2[N:4]([C:12]([C:16]3[CH:17]=[CH:18][C:19]([F:27])=[C:20]([N:22]4[CH:26]=[CH:25][N:24]=[CH:23]4)[CH:21]=3)=[CH:13][N:14]=2)[CH:5]=[CH:6][C:7]=1[C:8]([OH:11])([CH3:10])[CH3:9], predict the reactants needed to synthesize it. The reactants are: [F:1][C:2]1[C:3]2[N:4]([CH:12]=[CH:13][N:14]=2)[CH:5]=[CH:6][C:7]=1[C:8]([OH:11])([CH3:10])[CH3:9].Br[C:16]1[CH:17]=[CH:18][C:19]([F:27])=[C:20]([N:22]2[CH:26]=[CH:25][N:24]=[CH:23]2)[CH:21]=1.